Dataset: NCI-60 drug combinations with 297,098 pairs across 59 cell lines. Task: Regression. Given two drug SMILES strings and cell line genomic features, predict the synergy score measuring deviation from expected non-interaction effect. (1) Drug 1: CNC(=O)C1=CC=CC=C1SC2=CC3=C(C=C2)C(=NN3)C=CC4=CC=CC=N4. Drug 2: CCCCC(=O)OCC(=O)C1(CC(C2=C(C1)C(=C3C(=C2O)C(=O)C4=C(C3=O)C=CC=C4OC)O)OC5CC(C(C(O5)C)O)NC(=O)C(F)(F)F)O. Cell line: OVCAR-5. Synergy scores: CSS=-1.30, Synergy_ZIP=0.571, Synergy_Bliss=1.80, Synergy_Loewe=-1.09, Synergy_HSA=0.119. (2) Drug 1: C(=O)(N)NO. Drug 2: CC12CCC3C(C1CCC2OP(=O)(O)O)CCC4=C3C=CC(=C4)OC(=O)N(CCCl)CCCl.[Na+]. Cell line: HCT-15. Synergy scores: CSS=54.6, Synergy_ZIP=9.75, Synergy_Bliss=12.3, Synergy_Loewe=4.14, Synergy_HSA=3.51. (3) Drug 1: CC1C(C(CC(O1)OC2CC(OC(C2O)C)OC3=CC4=CC5=C(C(=O)C(C(C5)C(C(=O)C(C(C)O)O)OC)OC6CC(C(C(O6)C)O)OC7CC(C(C(O7)C)O)OC8CC(C(C(O8)C)O)(C)O)C(=C4C(=C3C)O)O)O)O. Drug 2: CC1CCC2CC(C(=CC=CC=CC(CC(C(=O)C(C(C(=CC(C(=O)CC(OC(=O)C3CCCCN3C(=O)C(=O)C1(O2)O)C(C)CC4CCC(C(C4)OC)O)C)C)O)OC)C)C)C)OC. Cell line: UACC-257. Synergy scores: CSS=55.9, Synergy_ZIP=0.892, Synergy_Bliss=1.55, Synergy_Loewe=0.133, Synergy_HSA=0.322.